This data is from Full USPTO retrosynthesis dataset with 1.9M reactions from patents (1976-2016). The task is: Predict the reactants needed to synthesize the given product. (1) Given the product [CH2:1]([O:4][C:5](=[O:9])[C:6]([C:7]#[N:8])=[C:15]1[N:14]([CH2:18][CH3:19])[C:12](=[O:23])[CH2:13][S:16]1)[CH:2]=[CH2:3], predict the reactants needed to synthesize it. The reactants are: [CH2:1]([O:4][C:5](=[O:9])[CH2:6][C:7]#[N:8])[CH:2]=[CH2:3].[H-].[Na+].[CH2:12]([N:14]=[C:15]=[S:16])[CH3:13].Br[CH2:18][C:19](Cl)=O.C(=O)(O)[O-:23].[Na+]. (2) Given the product [CH3:27][O:13][C:12](=[O:14])[C:11]1[C:15]([O:23][CH2:24][O:25][CH3:26])=[CH:16][C:17]([O:19][CH2:20][O:21][CH3:22])=[CH:18][C:10]=1[CH2:9][O:8][CH2:1][C:2]1[CH:7]=[CH:6][CH:5]=[CH:4][CH:3]=1, predict the reactants needed to synthesize it. The reactants are: [CH2:1]([O:8][CH2:9][C:10]1[CH:18]=[C:17]([O:19][CH2:20][O:21][CH3:22])[CH:16]=[C:15]([O:23][CH2:24][O:25][CH3:26])[C:11]=1[C:12]([OH:14])=[O:13])[C:2]1[CH:7]=[CH:6][CH:5]=[CH:4][CH:3]=1.[CH3:27][Si](C=[N+]=[N-])(C)C.CCCCCC.C(O)(=O)C.